Dataset: Full USPTO retrosynthesis dataset with 1.9M reactions from patents (1976-2016). Task: Predict the reactants needed to synthesize the given product. Given the product [Br:1][C:2]1[CH:3]=[C:4]([C:12]([OH:14])=[O:13])[CH:5]=[C:6]([CH:11]=1)[C:7]([OH:9])=[O:8], predict the reactants needed to synthesize it. The reactants are: [Br:1][C:2]1[CH:3]=[C:4]([C:12]([O:14]C)=[O:13])[CH:5]=[C:6]([CH:11]=1)[C:7]([O:9]C)=[O:8].[OH-].[K+].